From a dataset of Catalyst prediction with 721,799 reactions and 888 catalyst types from USPTO. Predict which catalyst facilitates the given reaction. (1) Reactant: [CH3:1][C:2]([CH3:60])([CH2:10][C:11]([O:13][C@H:14]1[CH2:31][CH2:30][C@@:29]2([CH3:32])[C@@H:16]([CH2:17][CH2:18][C@:19]3([CH3:57])[C@@H:28]2[CH2:27][CH2:26][C@H:25]2[C@@:20]3([CH3:56])[CH2:21][CH2:22][C@@:23]3(/[CH:40]=[C:41](\[CH3:55])/[C:42]([NH:44][C:45]4([C:48]5[CH:53]=[CH:52][CH:51]=[C:50]([Cl:54])[CH:49]=5)[CH2:47][CH2:46]4)=[O:43])[CH2:35][C:34](=[O:36])[C:33]([CH:37]([CH3:39])[CH3:38])=[C:24]32)[C:15]1([CH3:59])[CH3:58])=[O:12])[C:3]([O:5]C(C)(C)C)=[O:4].C(O)(C(F)(F)F)=O.CC#N.O. Product: [Cl:54][C:50]1[CH:49]=[C:48]([C:45]2([NH:44][C:42](=[O:43])/[C:41](/[CH3:55])=[CH:40]/[C@:23]34[CH2:35][C:34](=[O:36])[C:33]([CH:37]([CH3:38])[CH3:39])=[C:24]3[C@@H:25]3[C@@:20]([CH3:56])([CH2:21][CH2:22]4)[C@@:19]4([CH3:57])[C@@H:28]([C@:29]5([CH3:32])[C@@H:16]([CH2:17][CH2:18]4)[C:15]([CH3:58])([CH3:59])[C@@H:14]([O:13][C:11](=[O:12])[CH2:10][C:2]([CH3:1])([CH3:60])[C:3]([OH:5])=[O:4])[CH2:31][CH2:30]5)[CH2:27][CH2:26]3)[CH2:47][CH2:46]2)[CH:53]=[CH:52][CH:51]=1. The catalyst class is: 2. (2) Reactant: [CH:1]([C:3]1([CH:7]([O:9][CH:10]2[CH2:15][CH2:14][CH:13]([N:16]3[C:21](=[O:22])[C:20]([CH2:23][C:24]4[CH:29]=[CH:28][C:27]([C:30]5[C:31]([C:36]#[N:37])=[CH:32][CH:33]=[CH:34][CH:35]=5)=[CH:26][CH:25]=4)=[C:19]([CH2:38][CH2:39][CH3:40])[N:18]4[N:41]=[CH:42][N:43]=[C:17]34)[CH2:12][CH2:11]2)[CH3:8])[CH2:6][CH2:5][CH2:4]1)=[O:2].[CH3:44][Mg]Br.O1CCCC1.Cl. Product: [C:1]([C:3]1([CH:7]([O:9][CH:10]2[CH2:15][CH2:14][CH:13]([N:16]3[C:21](=[O:22])[C:20]([CH2:23][C:24]4[CH:25]=[CH:26][C:27]([C:30]5[C:31]([C:36]#[N:37])=[CH:32][CH:33]=[CH:34][CH:35]=5)=[CH:28][CH:29]=4)=[C:19]([CH2:38][CH2:39][CH3:40])[N:18]4[N:41]=[CH:42][N:43]=[C:17]34)[CH2:12][CH2:11]2)[CH3:8])[CH2:6][CH2:5][CH2:4]1)(=[O:2])[CH3:44]. The catalyst class is: 7. (3) Reactant: [CH:1]1([CH2:7][N:8]([CH2:29][CH2:30][CH2:31][CH2:32][CH2:33][CH2:34][CH3:35])[C:9](=[O:28])[CH2:10][O:11][C:12]2[CH:17]=[CH:16][C:15]([CH2:18][C@H:19]([O:25][CH2:26][CH3:27])[C:20]([O:22]CC)=[O:21])=[CH:14][CH:13]=2)[CH2:6][CH2:5][CH2:4][CH2:3][CH2:2]1.O.[OH-].[Li+]. Product: [CH:1]1([CH2:7][N:8]([CH2:29][CH2:30][CH2:31][CH2:32][CH2:33][CH2:34][CH3:35])[C:9](=[O:28])[CH2:10][O:11][C:12]2[CH:17]=[CH:16][C:15]([CH2:18][C@H:19]([O:25][CH2:26][CH3:27])[C:20]([OH:22])=[O:21])=[CH:14][CH:13]=2)[CH2:2][CH2:3][CH2:4][CH2:5][CH2:6]1. The catalyst class is: 1. (4) Reactant: [CH3:1][CH2:2][O:3][C:4]1[CH:5]=[CH:6][CH:7]=[CH:8][C:9]=1[O:10][CH2:11][CH2:12][NH:13][C@@H:14]([CH2:16][C:17]1[CH:18]=[CH:19][C:20]([O:27][CH3:28])=[C:21]([S:23]([NH2:26])(=[O:25])=[O:24])[CH:22]=1)[CH3:15].[ClH:29]. Product: [CH3:1][CH2:2][O:3][C:4]1[CH:5]=[CH:6][CH:7]=[CH:8][C:9]=1[O:10][CH2:11][CH2:12][NH:13][C@@H:14]([CH2:16][C:17]1[CH:18]=[CH:19][C:20]([O:27][CH3:28])=[C:21]([S:23]([NH2:26])(=[O:25])=[O:24])[CH:22]=1)[CH3:15].[ClH:29]. The catalyst class is: 2. (5) Reactant: [NH:1]1[C:9]2[C:4](=[CH:5][CH:6]=[CH:7][CH:8]=2)[CH:3]=[CH:2]1.[CH2:10]([CH:13]1[CH2:17][NH:16][C:15](=[O:18])[CH2:14]1)[CH2:11][CH3:12].[O:19]1[CH:23]=[CH:22][CH:21]=[C:20]1[CH:24]=O.C(N(CC)C(=O)OCN1CC(CCC)CC1=O)C. Product: [O:19]1[CH:23]=[CH:22][CH:21]=[C:20]1[CH:24]([C:3]1[C:4]2[C:9](=[CH:8][CH:7]=[CH:6][CH:5]=2)[NH:1][CH:2]=1)[N:16]1[CH2:17][CH:13]([CH2:10][CH2:11][CH3:12])[CH2:14][C:15]1=[O:18]. The catalyst class is: 10. (6) Reactant: [CH2:1]([O:3][C:4]([C:6]1[C:11](=[O:12])[N:10](CC2C=CC(OC)=CC=2)[C:9]2[CH:22]=[CH:23][S:24][C:8]=2[C:7]=1[Cl:25])=[O:5])[CH3:2]. Product: [CH2:1]([O:3][C:4]([C:6]1[C:11](=[O:12])[NH:10][C:9]2[CH:22]=[CH:23][S:24][C:8]=2[C:7]=1[Cl:25])=[O:5])[CH3:2]. The catalyst class is: 67. (7) Product: [CH2:14]([O:16][C:17]([C:19]1([NH:28][C:11]([C:4]2[C:5]3[C:10](=[CH:9][CH:8]=[CH:7][CH:6]=3)[N:1]=[CH:2][CH:3]=2)=[O:13])[CH2:27][C:26]2[C:21](=[CH:22][CH:23]=[CH:24][CH:25]=2)[CH2:20]1)=[O:18])[CH3:15]. Reactant: [N:1]1[C:10]2[C:5](=[CH:6][CH:7]=[CH:8][CH:9]=2)[C:4]([C:11]([OH:13])=O)=[CH:3][CH:2]=1.[CH2:14]([O:16][C:17]([C:19]1([NH2:28])[CH2:27][C:26]2[C:21](=[CH:22][CH:23]=[CH:24][CH:25]=2)[CH2:20]1)=[O:18])[CH3:15].CN(C(ON1N=NC2C=CC=NC1=2)=[N+](C)C)C.F[P-](F)(F)(F)(F)F.CCN(C(C)C)C(C)C. The catalyst class is: 3.